This data is from Peptide-MHC class II binding affinity with 134,281 pairs from IEDB. The task is: Regression. Given a peptide amino acid sequence and an MHC pseudo amino acid sequence, predict their binding affinity value. This is MHC class II binding data. (1) The peptide sequence is VLERYLLEAKEAENI. The MHC is DRB4_0101 with pseudo-sequence DRB4_0103. The binding affinity (normalized) is 0.159. (2) The peptide sequence is GTKTEAEDVIPEGWK. The MHC is HLA-DPA10103-DPB10201 with pseudo-sequence HLA-DPA10103-DPB10201. The binding affinity (normalized) is 0.